Dataset: Forward reaction prediction with 1.9M reactions from USPTO patents (1976-2016). Task: Predict the product of the given reaction. (1) Given the reactants [NH2:1][C:2]1[N:9]=[CH:8][CH:7]=[CH:6][C:3]=1[C:4]#[N:5].Br[CH2:11][C:12](=O)[C:13]([CH3:16])([CH3:15])[CH3:14], predict the reaction product. The product is: [C:13]([C:12]1[N:1]=[C:2]2[C:3]([C:4]#[N:5])=[CH:6][CH:7]=[CH:8][N:9]2[CH:11]=1)([CH3:16])([CH3:15])[CH3:14]. (2) Given the reactants [CH3:1][O:2][CH2:3][CH2:4][CH2:5][O:6][C:7]1[C:12]2[CH:13]=[CH:14][O:15][C:11]=2[CH:10]=[C:9]([CH:16]([NH:18][CH:19]2[CH2:21][CH2:20]2)[CH3:17])[CH:8]=1.[C:22]([O:26][C:27]([N:29]1[CH2:34][CH2:33][O:32][CH:31]([C:35](O)=[O:36])[CH2:30]1)=[O:28])([CH3:25])([CH3:24])[CH3:23].Cl.C(N=C=NCCCN(C)C)C.ON1C2C=CC=CC=2N=N1.C(=O)([O-])O.[Na+], predict the reaction product. The product is: [CH:19]1([N:18]([CH:16]([C:9]2[CH:8]=[C:7]([O:6][CH2:5][CH2:4][CH2:3][O:2][CH3:1])[C:12]3[CH:13]=[CH:14][O:15][C:11]=3[CH:10]=2)[CH3:17])[C:35]([C@@H:31]2[O:32][CH2:33][CH2:34][N:29]([C:27]([O:26][C:22]([CH3:25])([CH3:24])[CH3:23])=[O:28])[CH2:30]2)=[O:36])[CH2:20][CH2:21]1. (3) Given the reactants [CH:1]1([C:5]([OH:7])=[O:6])[CH2:4][CH2:3][CH2:2]1.OS(O)(=O)=O.O.[CH3:14][CH2:15]O, predict the reaction product. The product is: [CH:1]1([C:5]([O:7][CH2:14][CH3:15])=[O:6])[CH2:4][CH2:3][CH2:2]1. (4) Given the reactants C(Cl)(OC(F)F)C(F)(F)F.CN[C:13]1([C:20]2[CH:21]=[CH:22][CH:23]=[CH:24][C:25]=2Cl)[C:18](=O)[CH2:17][CH2:16][CH2:15][CH2:14]1.CC1C=CC=C(C)C=1NC1SCCCN=1.C[C@@:43]12[C@H:52]3CC[C@:55]4(C)[C:59](=[O:60])[C@H:58](F)[CH2:57][C@H:56]4[C@@H:51]3[CH2:50][CH:49]=[C:48]1[CH2:47]CCC2.[CH2:63]([OH:65])[CH3:64], predict the reaction product. The product is: [CH3:47][C:48]1[CH2:43][CH2:52][C@@H:51]([C:56]([CH3:57])=[CH2:55])[CH2:50][CH:49]=1.[C:63]([O:60][CH:59]([CH3:55])[CH3:58])(=[O:65])[CH2:64][CH2:25][CH2:24][CH2:23][CH2:22][CH2:21][CH2:20][CH2:13][CH2:18][CH2:17][CH2:16][CH2:15][CH3:14]. (5) Given the reactants C1(P(=O)(C2C=CC=CC=2)C2C=CC=CC=2)C=CC=CC=1.FC(F)(F)S(OS(C(F)(F)F)(=O)=O)(=O)=O.[CH3:36][O:37][C:38](=[O:89])[C@@H:39]([CH2:68][S:69]C(C1C=CC=CC=1)(C1C=CC=CC=1)C1C=CC=CC=1)[NH:40][C:41]([C:43]1[NH:44][C:45]2[C:50]([CH:51]=1)=[CH:49][C:48]([O:52][CH2:53][CH2:54][O:55][CH3:56])=[CH:47][C:46]=2[N:57]([CH3:67])[S:58]([C:61]1[CH:66]=[CH:65][CH:64]=[CH:63][N:62]=1)(=[O:60])=[O:59])=O.C1(SC)C=CC=CC=1.C(=O)([O-])O.[Na+], predict the reaction product. The product is: [CH3:56][O:55][CH2:54][CH2:53][O:52][C:48]1[CH:49]=[C:50]2[C:45](=[C:46]([N:57]([CH3:67])[S:58]([C:61]3[CH:66]=[CH:65][CH:64]=[CH:63][N:62]=3)(=[O:60])=[O:59])[CH:47]=1)[NH:44][C:43]([C:41]1[S:69][CH2:68][C@H:39]([C:38]([O:37][CH3:36])=[O:89])[N:40]=1)=[CH:51]2. (6) Given the reactants [H-].[Al+3].[Li+].[H-].[H-].[H-].CON(C)[C:10](=[O:32])[CH2:11][CH2:12][N:13]1[CH2:18][CH2:17][N:16]([C:19]2[CH:24]=[CH:23][CH:22]=[C:21]([O:25][C:26]([F:29])([F:28])[F:27])[CH:20]=2)[CH:15]([CH3:30])[C:14]1=[O:31].CC(C)=O.CC(O)=O, predict the reaction product. The product is: [CH3:30][CH:15]1[N:16]([C:19]2[CH:24]=[CH:23][CH:22]=[C:21]([O:25][C:26]([F:29])([F:28])[F:27])[CH:20]=2)[CH2:17][CH2:18][N:13]([CH2:12][CH2:11][CH:10]=[O:32])[C:14]1=[O:31]. (7) Given the reactants [CH:1]1([N:5]2[CH2:11][CH2:10][C:9]3[S:12][C:13]([CH:15]4[CH2:20][CH2:19][N:18](C(OC(C)(C)C)=O)[CH2:17][CH2:16]4)=[N:14][C:8]=3[CH2:7][CH2:6]2)[CH2:4][CH2:3][CH2:2]1.FC(F)(F)C(O)=O, predict the reaction product. The product is: [CH:1]1([N:5]2[CH2:11][CH2:10][C:9]3[S:12][C:13]([CH:15]4[CH2:20][CH2:19][NH:18][CH2:17][CH2:16]4)=[N:14][C:8]=3[CH2:7][CH2:6]2)[CH2:2][CH2:3][CH2:4]1. (8) Given the reactants [CH3:1][C:2]([C:4]1[CH:9]=[C:8](Br)[CH:7]=[CH:6][C:5]=1[OH:11])=[O:3].[F:12][C:13]([F:24])([F:23])[C:14]1[CH:19]=[CH:18][C:17](B(O)O)=[CH:16][CH:15]=1.C(=O)([O-])[O-].[K+].[K+], predict the reaction product. The product is: [OH:11][C:5]1[CH:6]=[CH:7][C:8]([C:17]2[CH:18]=[CH:19][C:14]([C:13]([F:24])([F:23])[F:12])=[CH:15][CH:16]=2)=[CH:9][C:4]=1[C:2](=[O:3])[CH3:1]. (9) The product is: [CH3:24][C:23]1[C:14]([NH:13][C@@H:10]2[CH2:11][CH2:12][NH:8][CH2:9]2)=[N:15][C:16]2[C:21](=[CH:20][CH:19]=[CH:18][C:17]=2[C:25]2[NH:33][C:32]3[CH2:31][CH2:30][NH:29][C:28](=[O:34])[C:27]=3[CH:26]=2)[N:22]=1. Given the reactants C(OC([N:8]1[CH2:12][CH2:11][C@@H:10]([NH:13][C:14]2[C:23]([CH3:24])=[N:22][C:21]3[C:16](=[C:17]([C:25]4[NH:33][C:32]5[CH2:31][CH2:30][NH:29][C:28](=[O:34])[C:27]=5[CH:26]=4)[CH:18]=[CH:19][CH:20]=3)[N:15]=2)[CH2:9]1)=O)(C)(C)C.C(O)(C(F)(F)F)=O, predict the reaction product.